Predict the reactants needed to synthesize the given product. From a dataset of Full USPTO retrosynthesis dataset with 1.9M reactions from patents (1976-2016). (1) Given the product [O:1]1[C:5]2[CH:6]=[CH:7][C:8]([CH2:10][NH:11][C:4](=[O:3])[C:5]([NH:20][CH2:19][CH2:18][C:13]3[CH:14]=[CH:15][CH:16]=[CH:17][N:12]=3)=[O:1])=[CH:9][C:4]=2[O:3][CH2:2]1, predict the reactants needed to synthesize it. The reactants are: [O:1]1[C:5]2[CH:6]=[CH:7][C:8]([CH2:10][NH2:11])=[CH:9][C:4]=2[O:3][CH2:2]1.[N:12]1[CH:17]=[CH:16][CH:15]=[CH:14][C:13]=1[CH2:18][CH2:19][NH2:20]. (2) Given the product [NH2:1][C:2]1[NH:7][C:6](=[O:8])[C:5]([C:10](=[O:23])[CH2:11][CH2:12][CH:13]2[CH2:18][CH2:17][N:16]([CH2:19][CH:20]([CH3:21])[CH3:22])[CH2:15][CH2:14]2)=[CH:4][C:3]=1[Cl:24], predict the reactants needed to synthesize it. The reactants are: [NH2:1][C:2]1[N:7]=[C:6]([O:8]C)[C:5]([C:10](=[O:23])[CH2:11][CH2:12][CH:13]2[CH2:18][CH2:17][N:16]([CH2:19][CH:20]([CH3:22])[CH3:21])[CH2:15][CH2:14]2)=[CH:4][C:3]=1[Cl:24]. (3) Given the product [Cl:1][C:2]1[N:3]=[C:4]([Cl:22])[CH:5]=[CH:6][C:7]=1[C:8]([NH:10][S:11]([C:14]1[C:15](=[O:20])[NH:16][CH:17]=[CH:18][CH:19]=1)(=[O:12])=[O:13])=[O:9], predict the reactants needed to synthesize it. The reactants are: [Cl:1][C:2]1[C:7]([C:8]([NH:10][S:11]([C:14]2[C:15]([O:20]C)=[N:16][CH:17]=[CH:18][CH:19]=2)(=[O:13])=[O:12])=[O:9])=[CH:6][CH:5]=[C:4]([Cl:22])[N:3]=1.Cl. (4) Given the product [CH2:1]([O:3][C:4]([C:6]1[CH2:11][CH2:10][CH2:9][CH2:8][C:7]=1[NH:12][C:13](=[O:19])[CH2:14][CH2:15][CH2:16][CH2:17][N:23]1[CH2:24][CH2:25][N:20]([C:26]2[CH:35]=[CH:34][C:33]3[C:28](=[CH:29][CH:30]=[CH:31][CH:32]=3)[N:27]=2)[CH2:21][CH2:22]1)=[O:5])[CH3:2], predict the reactants needed to synthesize it. The reactants are: [CH2:1]([O:3][C:4]([C:6]1[CH2:11][CH2:10][CH2:9][CH2:8][C:7]=1[NH:12][C:13](=[O:19])[CH2:14][CH2:15][CH2:16][CH2:17]Br)=[O:5])[CH3:2].[N:20]1([C:26]2[CH:35]=[CH:34][C:33]3[C:28](=[CH:29][CH:30]=[CH:31][CH:32]=3)[N:27]=2)[CH2:25][CH2:24][NH:23][CH2:22][CH2:21]1.C(N(CC)CC)C. (5) Given the product [F:1][C:2]1[CH:7]=[CH:6][C:5]([C:10]([F:28])([F:27])[C:11]([F:26])([F:25])[C:12]([F:24])([F:23])[C:13]([F:22])([F:21])[C:14]([F:20])([F:19])[C:15]([F:18])([F:17])[C:5]2[CH:6]=[CH:7][C:2]([F:1])=[CH:3][CH:4]=2)=[CH:4][CH:3]=1, predict the reactants needed to synthesize it. The reactants are: [F:1][C:2]1[CH:7]=[CH:6][C:5](I)=[CH:4][CH:3]=1.I[C:10]([F:28])([F:27])[C:11]([F:26])([F:25])[C:12]([F:24])([F:23])[C:13]([F:22])([F:21])[C:14]([F:20])([F:19])[C:15]([F:18])([F:17])I. (6) Given the product [CH3:29][N:30]([CH2:31][C:3]1[N:4]2[CH:9]=[CH:8][CH:7]=[CH:6][C:5]2=[N:1][C:2]=1[CH2:10][N:11]([CH3:22])[C@@H:12]1[C:21]2[N:20]=[CH:19][CH:18]=[CH:17][C:16]=2[CH2:15][CH2:14][CH2:13]1)[CH2:41][CH2:42][C:50]#[N:45], predict the reactants needed to synthesize it. The reactants are: [N:1]1[C:2]([CH2:10][N:11]([CH3:22])[C@@H:12]2[C:21]3[N:20]=[CH:19][CH:18]=[CH:17][C:16]=3[CH2:15][CH2:14][CH2:13]2)=[CH:3][N:4]2[CH:9]=[CH:8][CH:7]=[CH:6][C:5]=12.CNCCC#N.[CH3:29][N:30]([CH2:41][C:42]1N=C2C=CC=C[N:45]2[C:50]=1CN1CCOCC1)[C@@H:31]1C2N=CC=CC=2CCC1. (7) Given the product [CH2:21]([C:19]1[N:1]=[C:2]([C@H:4]2[CH2:8][CH2:7][C@H:6]([NH:9][C:10](=[O:16])[O:11][C:12]([CH3:13])([CH3:15])[CH3:14])[CH2:5]2)[O:3][CH:18]=1)[C:22]1[CH:27]=[CH:26][CH:25]=[CH:24][CH:23]=1, predict the reactants needed to synthesize it. The reactants are: [NH2:1][C:2]([C@H:4]1[CH2:8][CH2:7][C@H:6]([NH:9][C:10](=[O:16])[O:11][C:12]([CH3:15])([CH3:14])[CH3:13])[CH2:5]1)=[O:3].Cl[CH2:18][C:19]([CH2:21][C:22]1[CH:27]=[CH:26][CH:25]=[CH:24][CH:23]=1)=O.CC(OC(ON=C(C1C=CC=CC=1)C#N)=O)(C)C. (8) Given the product [ClH:38].[CH3:1][NH:2][CH2:10][C:11]1[S:12][C:13]([S:23]([C:26]2[CH:31]=[CH:30][CH:29]=[CH:28][CH:27]=2)(=[O:25])=[O:24])=[C:14]([N:16]2[CH2:21][CH2:20][CH2:19][CH2:18][C:17]2=[O:22])[CH:15]=1, predict the reactants needed to synthesize it. The reactants are: [CH3:1][N:2]([CH2:10][C:11]1[S:12][C:13]([S:23]([C:26]2[CH:31]=[CH:30][CH:29]=[CH:28][CH:27]=2)(=[O:25])=[O:24])=[C:14]([N:16]2[CH2:21][CH2:20][CH2:19][CH2:18][C:17]2=[O:22])[CH:15]=1)C(=O)OC(C)(C)C.C(OCC)(=O)C.[ClH:38]. (9) Given the product [CH3:16][C:11]1[CH:12]=[CH:13][CH:14]=[CH:15][C:10]=1[C:9]1[C:5]2[CH:4]=[C:3]([CH2:2][O:1][C:20]3[CH:25]=[CH:24][C:23]([CH2:26][CH2:27][C:28]([O:30][CH3:31])=[O:29])=[CH:22][CH:21]=3)[CH:18]=[CH:17][C:6]=2[S:7][CH:8]=1, predict the reactants needed to synthesize it. The reactants are: [OH:1][CH2:2][C:3]1[CH:18]=[CH:17][C:6]2[S:7][CH:8]=[C:9]([C:10]3[CH:15]=[CH:14][CH:13]=[CH:12][C:11]=3[CH3:16])[C:5]=2[CH:4]=1.O[C:20]1[CH:25]=[CH:24][C:23]([CH2:26][CH2:27][C:28]([O:30][CH3:31])=[O:29])=[CH:22][CH:21]=1.C1C=CC(P(C2C=CC=CC=2)C2C=CC=CC=2)=CC=1.C1C=CC(COC(/N=N/C(OCC2C=CC=CC=2)=O)=O)=CC=1. (10) The reactants are: [F:1][CH:2]1[C:7](=O)[CH2:6][CH2:5][N:4]([C:9]([O:11][CH2:12][C:13]2[CH:18]=[CH:17][C:16]([CH3:19])=[CH:15][CH:14]=2)=[O:10])[CH2:3]1.[C:20]([CH:25]=P(C1C=CC=CC=1)(C1C=CC=CC=1)C1C=CC=CC=1)([O:22][CH2:23][CH3:24])=[O:21]. Given the product [CH2:23]([O:22][C:20](=[O:21])/[CH:25]=[C:7]1\[CH:2]([F:1])[CH2:3][N:4]([C:9]([O:11][CH2:12][C:13]2[CH:18]=[CH:17][C:16]([CH3:19])=[CH:15][CH:14]=2)=[O:10])[CH2:5][CH2:6]\1)[CH3:24], predict the reactants needed to synthesize it.